Dataset: CYP2C9 inhibition data for predicting drug metabolism from PubChem BioAssay. Task: Regression/Classification. Given a drug SMILES string, predict its absorption, distribution, metabolism, or excretion properties. Task type varies by dataset: regression for continuous measurements (e.g., permeability, clearance, half-life) or binary classification for categorical outcomes (e.g., BBB penetration, CYP inhibition). Dataset: cyp2c9_veith. (1) The result is 1 (inhibitor). The drug is Cc1ccc(N(CCC#N)C(=O)CSc2ccc3c(c2)OCCO3)cc1. (2) The compound is Cc1ccc(N2C(=O)CC(c3ccsc3)C3=C2CC(C)(C)CC3=O)cc1. The result is 1 (inhibitor).